From a dataset of Forward reaction prediction with 1.9M reactions from USPTO patents (1976-2016). Predict the product of the given reaction. (1) The product is: [O:30]1[CH:34]=[CH:33][CH:32]=[C:31]1[C:35]1[CH:36]=[C:37]2[C:42](=[CH:43][CH:44]=1)[C:41](=[O:45])[NH:40][C:39](=[O:46])[C:38]2=[CH:47][NH:50][CH2:51][C:52]1[CH:53]=[C:54]([OH:59])[CH:55]=[CH:56][C:57]=1[I:58]. Given the reactants OC1C=C(CNC=C2C3C(=CC=C(I)C=3)C(=O)NC2=O)C=CC=1C1C=CC=CC=1.[O:30]1[CH:34]=[CH:33][CH:32]=[C:31]1[C:35]1[CH:36]=[C:37]2[C:42](=[CH:43][CH:44]=1)[C:41](=[O:45])[NH:40][C:39](=[O:46])[C:38]2=[CH:47]OC.[NH2:50][CH2:51][C:52]1[CH:53]=[C:54]([OH:59])[CH:55]=[CH:56][C:57]=1[I:58], predict the reaction product. (2) Given the reactants [NH2:1][CH:2]([C:6]1[CH:11]=[CH:10][C:9]([Cl:12])=[CH:8][CH:7]=1)[C:3]([NH2:5])=[O:4].[O:13]1[CH2:18][CH2:17][C:16](=O)[CH2:15][CH2:14]1, predict the reaction product. The product is: [Cl:12][C:9]1[CH:10]=[CH:11][C:6]([CH:2]2[NH:1][C:16]3([CH2:17][CH2:18][O:13][CH2:14][CH2:15]3)[NH:5][C:3]2=[O:4])=[CH:7][CH:8]=1. (3) Given the reactants [OH:1][CH:2]1[CH2:7][CH2:6][N:5]([C:8]([O:10][CH2:11][C:12]2[CH:17]=[CH:16][CH:15]=[CH:14][CH:13]=2)=[O:9])[CH2:4][CH2:3]1.[N:18]1([C:24](Cl)=[O:25])[CH2:23][CH2:22][O:21][CH2:20][CH2:19]1, predict the reaction product. The product is: [N:18]1([C:24]([O:1][CH:2]2[CH2:3][CH2:4][N:5]([C:8]([O:10][CH2:11][C:12]3[CH:17]=[CH:16][CH:15]=[CH:14][CH:13]=3)=[O:9])[CH2:6][CH2:7]2)=[O:25])[CH2:23][CH2:22][O:21][CH2:20][CH2:19]1. (4) Given the reactants C1(P(C2C=CC=CC=2)C2C=CC=CC=2)C=CC=CC=1.[Br:20]Br.[Cl:22][C:23]1[CH:24]=[C:25]([CH:30]=[C:31]([CH2:33]O)[CH:32]=1)[C:26]([NH:28][CH3:29])=[O:27], predict the reaction product. The product is: [Br:20][CH2:33][C:31]1[CH:30]=[C:25]([CH:24]=[C:23]([Cl:22])[CH:32]=1)[C:26]([NH:28][CH3:29])=[O:27]. (5) The product is: [F:43][C:2]([F:1])([F:42])[C:3]1[CH:4]=[C:5]([CH:39]=[CH:40][CH:41]=1)[CH2:6][NH:7][C:8]([C:10]1[CH:15]=[CH:14][N:13]=[C:12]([C:16]2[CH:21]=[CH:20][CH:19]=[CH:18][C:17]=2[NH:22][C:23]([C:25]2[CH:26]=[C:27]([CH:36]=[CH:37][CH:38]=2)[CH2:28][S:29][CH2:30][CH2:31][C:32]([OH:34])=[O:33])=[O:24])[CH:11]=1)=[O:9]. Given the reactants [F:1][C:2]([F:43])([F:42])[C:3]1[CH:4]=[C:5]([CH:39]=[CH:40][CH:41]=1)[CH2:6][NH:7][C:8]([C:10]1[CH:15]=[CH:14][N:13]=[C:12]([C:16]2[CH:21]=[CH:20][CH:19]=[CH:18][C:17]=2[NH:22][C:23]([C:25]2[CH:26]=[C:27]([CH:36]=[CH:37][CH:38]=2)[CH2:28][S:29][CH2:30][CH2:31][C:32]([O:34]C)=[O:33])=[O:24])[CH:11]=1)=[O:9].[Li+].[OH-], predict the reaction product. (6) Given the reactants C(Cl)(Cl)Cl.[O:5]1[C:10]2[CH:11]=[CH:12][C:13]([CH2:15][N:16]([CH:24]3[CH2:29][CH2:28][N:27]([CH2:30][CH2:31][N:32]4[C:41]5[C:36](=[C:37]([NH2:42])[CH:38]=[CH:39][CH:40]=5)[CH:35]=[CH:34][C:33]4=[O:43])[CH2:26][CH2:25]3)[C:17](=[O:23])[O:18][C:19]([CH3:22])([CH3:21])[CH3:20])=[CH:14][C:9]=2[O:8][CH2:7][CH2:6]1.[CH2:44]([N:46]=[C:47]=[O:48])[CH3:45], predict the reaction product. The product is: [O:5]1[C:10]2[CH:11]=[CH:12][C:13]([CH2:15][N:16]([CH:24]3[CH2:29][CH2:28][N:27]([CH2:30][CH2:31][N:32]4[C:41]5[C:36](=[C:37]([NH:42][C:47]([NH:46][CH2:44][CH3:45])=[O:48])[CH:38]=[CH:39][CH:40]=5)[CH:35]=[CH:34][C:33]4=[O:43])[CH2:26][CH2:25]3)[C:17](=[O:23])[O:18][C:19]([CH3:22])([CH3:21])[CH3:20])=[CH:14][C:9]=2[O:8][CH2:7][CH2:6]1. (7) Given the reactants [C:1]([O:5][C:6]([N:8]1[CH2:13][CH2:12][N:11]([C:14]2[CH:15]=[CH:16][CH:17]=[C:18]3[C:23]=2[N:22]=[CH:21][CH:20]=[CH:19]3)[CH2:10][CH2:9]1)=[O:7])([CH3:4])([CH3:3])[CH3:2], predict the reaction product. The product is: [C:1]([O:5][C:6]([N:8]1[CH2:13][CH2:12][N:11]([C:14]2[CH:15]=[CH:16][CH:17]=[C:18]3[C:23]=2[NH:22][CH2:21][CH2:20][CH2:19]3)[CH2:10][CH2:9]1)=[O:7])([CH3:4])([CH3:2])[CH3:3].